Dataset: Full USPTO retrosynthesis dataset with 1.9M reactions from patents (1976-2016). Task: Predict the reactants needed to synthesize the given product. (1) Given the product [F:12][C@H:11]1[CH2:10][N:9]([C:13]([C@@H:53]2[CH2:52][CH2:51][C:50](=[O:49])[NH:54]2)=[O:14])[CH2:8][C:7]([CH3:20])([CH3:21])[C@H:6]1[O:5][C:4]1[CH:22]=[CH:23][C:24]([C:26]2[N:31]=[C:30]([NH:32][C:33]3[CH:34]=[CH:35][C:36]([N:39]4[CH2:40][CH2:41][N:42]([CH:45]5[CH2:46][O:47][CH2:48]5)[CH2:43][CH2:44]4)=[CH:37][CH:38]=3)[N:29]=[CH:28][N:27]=2)=[CH:25][C:3]=1[C:1]#[N:2], predict the reactants needed to synthesize it. The reactants are: [C:1]([C:3]1[CH:25]=[C:24]([C:26]2[N:31]=[C:30]([NH:32][C:33]3[CH:38]=[CH:37][C:36]([N:39]4[CH2:44][CH2:43][N:42]([CH:45]5[CH2:48][O:47][CH2:46]5)[CH2:41][CH2:40]4)=[CH:35][CH:34]=3)[N:29]=[CH:28][N:27]=2)[CH:23]=[CH:22][C:4]=1[O:5][C@H:6]1[C@@H:11]([F:12])[CH2:10][N:9]([C:13](OC(C)(C)C)=[O:14])[CH2:8][C:7]1([CH3:21])[CH3:20])#[N:2].[O:49]=[C:50]1[NH:54][C@H:53](C(O)=O)[CH2:52][CH2:51]1. (2) Given the product [N+:13]([C:16]1[CH:17]=[C:10]2[CH:9]=[N:8][N:7]([CH:4]3[CH2:3][CH2:2][O:1][CH2:6][CH2:5]3)[C:11]2=[N:12][CH:19]=1)([O-:15])=[O:14], predict the reactants needed to synthesize it. The reactants are: [O:1]1[CH2:6][CH2:5][CH:4]([N:7]2[C:11]([NH2:12])=[CH:10][CH:9]=[N:8]2)[CH2:3][CH2:2]1.[N+:13]([CH:16]([CH:19]=O)[CH:17]=O)([O-:15])=[O:14]. (3) The reactants are: Br[CH2:2][C:3]1[C:12]([Cl:13])=[N:11][CH:10]=[CH:9][C:4]=1[C:5]([O:7]C)=O.Cl.[F:15][CH:16]([F:30])[CH2:17][O:18][C:19]1[CH:24]=[CH:23][C:22]([CH:25]([NH2:27])[CH3:26])=[CH:21][C:20]=1[O:28][CH3:29]. Given the product [Cl:13][C:12]1[C:3]2[CH2:2][N:27]([CH:25]([C:22]3[CH:23]=[CH:24][C:19]([O:18][CH2:17][CH:16]([F:30])[F:15])=[C:20]([O:28][CH3:29])[CH:21]=3)[CH3:26])[C:5](=[O:7])[C:4]=2[CH:9]=[CH:10][N:11]=1, predict the reactants needed to synthesize it. (4) Given the product [O:22]=[C:19]1[N:18]=[C:17]([NH:2][CH2:3][C:4]([O:6][CH2:7][CH3:8])=[O:5])[CH2:21][S:20]1, predict the reactants needed to synthesize it. The reactants are: Cl.[NH2:2][CH2:3][C:4]([O:6][CH2:7][CH3:8])=[O:5].C(N(CC)CC)C.S=[C:17]1[CH2:21][S:20][C:19](=[O:22])[NH:18]1.